This data is from Reaction yield outcomes from USPTO patents with 853,638 reactions. The task is: Predict the reaction yield, written as a fraction of the theoretical maximum amount of product (1.0 means a 100% yield; for example, 0.34 means a 34% yield). (1) The reactants are [Cl:1][C:2]1[CH:8]=[C:7]([O:9][C:10]2[C:11]3[NH:18][C:17]([CH3:19])=[CH:16][C:12]=3[N:13]=[CH:14][N:15]=2)[CH:6]=[CH:5][C:3]=1[NH2:4].[F:20][C:21]([F:32])([F:31])[C:22]1[CH:23]=[C:24]([N:28]=[C:29]=[O:30])[CH:25]=[CH:26][CH:27]=1. The catalyst is O1CCCC1. The product is [Cl:1][C:2]1[CH:8]=[C:7]([O:9][C:10]2[C:11]3[NH:18][C:17]([CH3:19])=[CH:16][C:12]=3[N:13]=[CH:14][N:15]=2)[CH:6]=[CH:5][C:3]=1[NH:4][C:29]([NH:28][C:24]1[CH:25]=[CH:26][CH:27]=[C:22]([C:21]([F:20])([F:31])[F:32])[CH:23]=1)=[O:30]. The yield is 0.270. (2) The reactants are [CH3:1][C:2]1[C:3]([N+:16]([O-:18])=[O:17])=[CH:4][C:5]([N+:13]([O-:15])=[O:14])=[C:6]([CH:12]=1)[C:7]([O:9][CH2:10][CH3:11])=[O:8].C[C:20]([N:22]([CH3:24])[CH3:23])=O. The catalyst is CN(C=O)C. The product is [CH3:20][N:22]([CH3:24])/[CH:23]=[CH:1]/[C:2]1[C:3]([N+:16]([O-:18])=[O:17])=[CH:4][C:5]([N+:13]([O-:15])=[O:14])=[C:6]([CH:12]=1)[C:7]([O:9][CH2:10][CH3:11])=[O:8]. The yield is 0.280. (3) The reactants are C([O:8][C:9]1[C:10]([O:25][CH3:26])=[CH:11][C:12]2[C:18](=[O:19])[N:17]3[CH2:20][C:21](=[CH2:23])[CH2:22][C@H:16]3[CH:15]=[CH:14][C:13]=2[CH:24]=1)C1C=CC=CC=1. The catalyst is C(Cl)Cl.C([O-])(O)=O.[Na+]. The product is [OH:8][C:9]1[C:10]([O:25][CH3:26])=[CH:11][C:12]2[C:18](=[O:19])[N:17]3[CH2:20][C:21](=[CH2:23])[CH2:22][C@H:16]3[CH:15]=[CH:14][C:13]=2[CH:24]=1. The yield is 0.730.